Dataset: Forward reaction prediction with 1.9M reactions from USPTO patents (1976-2016). Task: Predict the product of the given reaction. (1) Given the reactants Br[C:2]1[CH:9]=[C:6]([CH:7]=[O:8])[C:5]([OH:10])=[CH:4][CH:3]=1.[C:11]([C:15]1[CH:20]=[CH:19][C:18](B(O)O)=[CH:17][CH:16]=1)([CH3:14])([CH3:13])[CH3:12].C([O-])([O-])=O.[K+].[K+], predict the reaction product. The product is: [C:11]([C:15]1[CH:20]=[CH:19][C:18]([C:2]2[CH:9]=[C:6]([CH:7]=[O:8])[C:5]([OH:10])=[CH:4][CH:3]=2)=[CH:17][CH:16]=1)([CH3:14])([CH3:13])[CH3:12]. (2) Given the reactants CC([O-])(C)C.[K+].[CH3:7][C:8]1[CH:13]=[CH:12][C:11]([CH:14]([OH:18])[C:15]([CH3:17])=[CH2:16])=[CH:10][CH:9]=1.[CH2:19](Cl)[CH:20]=[CH:21][CH3:22], predict the reaction product. The product is: [CH2:19]([O:18][CH:14]([C:11]1[CH:12]=[CH:13][C:8]([CH3:7])=[CH:9][CH:10]=1)[C:15]([CH3:17])=[CH2:16])[CH:20]=[CH:21][CH3:22]. (3) Given the reactants [C:1]([O:5][C:6]([NH:8][C@@H:9]([CH2:16][CH2:17][CH2:18][NH:19][C:20]([O:22][C:23]([CH3:26])([CH3:25])[CH3:24])=[O:21])[CH2:10]CS([O-])(=O)=O)=[O:7])([CH3:4])([CH3:3])[CH3:2].[N-:27]=[N+:28]=[N-:29].[Na+], predict the reaction product. The product is: [C:23]([O:22][C:20](=[O:21])[NH:19][CH2:18][CH2:17][CH2:16][C@H:9]([NH:8][C:6]([O:5][C:1]([CH3:2])([CH3:3])[CH3:4])=[O:7])[CH2:10][N:27]=[N+:28]=[N-:29])([CH3:24])([CH3:25])[CH3:26]. (4) Given the reactants [F:1][CH:2]1[C:7](=[O:8])[CH2:6][CH2:5][N:4]([C:9]([O:11][CH2:12][C:13]2[CH:22]=[CH:21][C:20]3[C:15](=[CH:16][CH:17]=[CH:18][CH:19]=3)[CH:14]=2)=[O:10])[CH2:3]1.CCC(C)[BH-](C(C)CC)C(C)CC.[Li+].[OH-].[Na+].OO, predict the reaction product. The product is: [F:1][C@H:2]1[C@@H:7]([OH:8])[CH2:6][CH2:5][N:4]([C:9]([O:11][CH2:12][C:13]2[CH:22]=[CH:21][C:20]3[C:15](=[CH:16][CH:17]=[CH:18][CH:19]=3)[CH:14]=2)=[O:10])[CH2:3]1.